From a dataset of Catalyst prediction with 721,799 reactions and 888 catalyst types from USPTO. Predict which catalyst facilitates the given reaction. (1) The catalyst class is: 20. Reactant: [C:1]([C:3]1[CH:4]=[CH:5][C:6]([C@@H:13]2[C:18]([C:19]#[N:20])=[C:17]([CH3:21])[N:16]([C:22]3[CH:27]=[CH:26][CH:25]=[C:24]([C:28]([F:31])([F:30])[F:29])[CH:23]=3)[C:15](=[O:32])[N:14]2[CH3:33])=[C:7]([S:9](Cl)(=[O:11])=[O:10])[CH:8]=1)#[N:2].S([O-])([O-])=O.[Na+:38].[Na+].C(=O)(O)[O-].[Na+]. Product: [C:1]([C:3]1[CH:4]=[CH:5][C:6]([C@@H:13]2[C:18]([C:19]#[N:20])=[C:17]([CH3:21])[N:16]([C:22]3[CH:27]=[CH:26][CH:25]=[C:24]([C:28]([F:30])([F:31])[F:29])[CH:23]=3)[C:15](=[O:32])[N:14]2[CH3:33])=[C:7]([S:9]([O-:11])=[O:10])[CH:8]=1)#[N:2].[Na+:38]. (2) Reactant: [H-].[Na+].[C:3]([O:11][CH2:12][CH3:13])(=[O:10])[CH2:4][C:5]([O:7][CH2:8][CH3:9])=[O:6].[F:14][C:15]1[CH:20]=[C:19]([O:21][CH:22]([CH3:24])[CH3:23])[CH:18]=[C:17](F)[C:16]=1[N+:26]([O-:28])=[O:27].O. Product: [F:14][C:15]1[C:16]([N+:26]([O-:28])=[O:27])=[C:17]([CH:4]([C:5]([O:7][CH2:8][CH3:9])=[O:6])[C:3]([O:11][CH2:12][CH3:13])=[O:10])[CH:18]=[C:19]([O:21][CH:22]([CH3:24])[CH3:23])[CH:20]=1. The catalyst class is: 16. (3) Reactant: [CH3:1][C:2]1[CH:7]=[CH:6][C:5]([C:8]2[C:13]([CH3:14])=[CH:12][CH:11]=[CH:10][C:9]=2[C:15]([NH:17][C:18]2[CH:23]=[CH:22][C:21]([N:24]([CH2:32][CH2:33][C:34]3[N:35]=[C:36]([CH3:39])[S:37][CH:38]=3)C(=O)OC(C)(C)C)=[CH:20][CH:19]=2)=[O:16])=[CH:4][CH:3]=1.FC(F)(F)C(O)=O. Product: [CH3:1][C:2]1[CH:3]=[CH:4][C:5]([C:8]2[C:9]([C:15]([NH:17][C:18]3[CH:23]=[CH:22][C:21]([NH:24][CH2:32][CH2:33][C:34]4[N:35]=[C:36]([CH3:39])[S:37][CH:38]=4)=[CH:20][CH:19]=3)=[O:16])=[CH:10][CH:11]=[CH:12][C:13]=2[CH3:14])=[CH:6][CH:7]=1. The catalyst class is: 4. (4) Reactant: [Br:1][C:2]1[CH:10]=[C:9]2[C:5]([C:6]([CH2:11][N:12]([CH3:14])[CH3:13])=[N:7][NH:8]2)=[CH:4][CH:3]=1.[H-].[Na+].Cl[C:18]1[CH:23]=[CH:22][N:21]=[C:20]([NH2:24])[N:19]=1. Product: [Br:1][C:2]1[CH:10]=[C:9]2[C:5]([C:6]([CH2:11][N:12]([CH3:14])[CH3:13])=[N:7][N:8]2[C:18]2[CH:23]=[CH:22][N:21]=[C:20]([NH2:24])[N:19]=2)=[CH:4][CH:3]=1. The catalyst class is: 3. (5) Reactant: [Br:1][C:2]1[CH:9]=[CH:8][C:5]([CH:6]=O)=[C:4]([F:10])[CH:3]=1.[N:11]1([C:17]([O:19][C:20]([CH3:23])([CH3:22])[CH3:21])=[O:18])[CH2:16][CH2:15][NH:14][CH2:13][CH2:12]1.C(N(CC)CC)C.C(O[BH-](OC(=O)C)OC(=O)C)(=O)C.[Na+]. Product: [Br:1][C:2]1[CH:9]=[CH:8][C:5]([CH2:6][N:14]2[CH2:13][CH2:12][N:11]([C:17]([O:19][C:20]([CH3:23])([CH3:22])[CH3:21])=[O:18])[CH2:16][CH2:15]2)=[C:4]([F:10])[CH:3]=1. The catalyst class is: 68. (6) Reactant: [C:1]([O:5][C:6](=[O:28])[CH2:7][C:8]1[CH:13]=[CH:12][N:11]=[C:10]([N:14]=C(C2C=CC=CC=2)C2C=CC=CC=2)[CH:9]=1)([CH3:4])([CH3:3])[CH3:2].Cl. Product: [NH2:14][C:10]1[CH:9]=[C:8]([CH2:7][C:6]([O:5][C:1]([CH3:4])([CH3:3])[CH3:2])=[O:28])[CH:13]=[CH:12][N:11]=1. The catalyst class is: 20. (7) Reactant: [CH2:1]([O:3][C:4]([CH:6]1[CH:10]([C:11]2[CH:16]=[CH:15][C:14]([Cl:17])=[C:13]([Cl:18])[CH:12]=2)[CH2:9][N:8](CC2C=CC=CC=2)[CH2:7]1)=[O:5])[CH3:2].ClC(OCC(Cl)(Cl)Cl)=O. Product: [CH2:1]([O:3][C:4]([CH:6]1[CH:10]([C:11]2[CH:16]=[CH:15][C:14]([Cl:17])=[C:13]([Cl:18])[CH:12]=2)[CH2:9][NH:8][CH2:7]1)=[O:5])[CH3:2]. The catalyst class is: 23.